Task: Regression. Given a peptide amino acid sequence and an MHC pseudo amino acid sequence, predict their binding affinity value. This is MHC class II binding data.. Dataset: Peptide-MHC class II binding affinity with 134,281 pairs from IEDB (1) The peptide sequence is DWLNKYSYYPEDPVK. The MHC is DRB1_0901 with pseudo-sequence DRB1_0901. The binding affinity (normalized) is 0.366. (2) The peptide sequence is AVFDSKLISEKET. The MHC is HLA-DQA10501-DQB10301 with pseudo-sequence HLA-DQA10501-DQB10301. The binding affinity (normalized) is 0.0454. (3) The peptide sequence is EQEDVMIEGVEKFFS. The MHC is DRB1_0101 with pseudo-sequence DRB1_0101. The binding affinity (normalized) is 0.148.